Dataset: Reaction yield outcomes from USPTO patents with 853,638 reactions. Task: Predict the reaction yield, written as a fraction of the theoretical maximum amount of product (1.0 means a 100% yield; for example, 0.34 means a 34% yield). (1) The reactants are Br[CH2:2][C:3]1[CH:7]=[C:6]([C:8]([CH3:11])([CH3:10])[CH3:9])[S:5][C:4]=1[C:12]([O:14][CH3:15])=[O:13].[Br:16][C:17]1[C:18]([CH3:24])=[C:19]([CH:21]=[CH:22][CH:23]=1)[NH2:20].C(=O)([O-])[O-].[Cs+].[Cs+]. The catalyst is C(#N)C. The product is [Br:16][C:17]1[C:18]([CH3:24])=[C:19]([NH:20][CH2:2][C:3]2[CH:7]=[C:6]([C:8]([CH3:11])([CH3:10])[CH3:9])[S:5][C:4]=2[C:12]([O:14][CH3:15])=[O:13])[CH:21]=[CH:22][CH:23]=1. The yield is 0.700. (2) The reactants are [NH:1]1[CH2:6][CH2:5][CH2:4][CH2:3][CH2:2]1.C(=O)([O-])[O-].[K+].[K+].Br[CH2:14][C:15]1[N:16]=[C:17]([C:25]2[CH:30]=[CH:29][C:28]([O:31][CH2:32][CH2:33][CH2:34][Cl:35])=[CH:27][CH:26]=2)[O:18][C:19]=1[C:20]([O:22][CH2:23][CH3:24])=[O:21].C(OCC)C. The catalyst is C(#N)C. The product is [Cl:35][CH2:34][CH2:33][CH2:32][O:31][C:28]1[CH:29]=[CH:30][C:25]([C:17]2[O:18][C:19]([C:20]([O:22][CH2:23][CH3:24])=[O:21])=[C:15]([CH2:14][N:1]3[CH2:6][CH2:5][CH2:4][CH2:3][CH2:2]3)[N:16]=2)=[CH:26][CH:27]=1. The yield is 0.690. (3) The reactants are [CH2:1]([O:3][C:4]([N:6]1[CH2:12][CH2:11][C:10]2=[N:13][C:14]([C:18]3[CH:23]=[CH:22][N:21]=[CH:20][N:19]=3)=[CH:15][C:16](=[O:17])[N:9]2[CH2:8][CH2:7]1)=[O:5])[CH3:2].C[Si]([N-][Si](C)(C)C)(C)C.[Li+].[Br:34]Br. The catalyst is O1CCCC1. The product is [CH2:1]([O:3][C:4]([N:6]1[CH2:12][CH:11]([Br:34])[C:10]2=[N:13][C:14]([C:18]3[CH:23]=[CH:22][N:21]=[CH:20][N:19]=3)=[CH:15][C:16](=[O:17])[N:9]2[CH2:8][CH2:7]1)=[O:5])[CH3:2]. The yield is 0.460.